From a dataset of Forward reaction prediction with 1.9M reactions from USPTO patents (1976-2016). Predict the product of the given reaction. (1) Given the reactants [NH:1]1[CH:5]=[N:4][C:3]([NH2:6])=[N:2]1.O=[C:8]1[CH2:13][CH2:12][CH:11]([C:14]([O:16][CH2:17][CH3:18])=[O:15])[CH2:10][CH2:9]1.C([BH3-])#N.[Na+].O, predict the reaction product. The product is: [N:1]1[N:2]=[C:3]([NH:6][CH:8]2[CH2:13][CH2:12][CH:11]([C:14]([O:16][CH2:17][CH3:18])=[O:15])[CH2:10][CH2:9]2)[NH:4][CH:5]=1. (2) Given the reactants [F:1][C:2]([F:44])([F:43])[C:3]1[CH:4]=[C:5]([N:13]([CH3:42])[C:14]([N:16]([CH3:41])[C@H:17]2[C@H:21]([C:22]3[CH:27]=[CH:26][C:25]([F:28])=[CH:24][CH:23]=3)[CH2:20][N:19]([C:29]([O:31]C3C=CC([N+]([O-])=O)=CC=3)=O)[CH2:18]2)=[O:15])[CH:6]=[C:7]([C:9]([F:12])([F:11])[F:10])[CH:8]=1.[NH:45]1[CH2:49][CH2:48][CH2:47][CH2:46]1, predict the reaction product. The product is: [F:44][C:2]([F:43])([F:1])[C:3]1[CH:4]=[C:5]([N:13]([CH3:42])[C:14]([N:16]([C@H:17]2[C@H:21]([C:22]3[CH:27]=[CH:26][C:25]([F:28])=[CH:24][CH:23]=3)[CH2:20][N:19]([C:29]([N:45]3[CH2:49][CH2:48][CH2:47][CH2:46]3)=[O:31])[CH2:18]2)[CH3:41])=[O:15])[CH:6]=[C:7]([C:9]([F:12])([F:10])[F:11])[CH:8]=1. (3) The product is: [F:9][C:4]1[C:3]([C:10]([F:13])([F:12])[F:11])=[C:2]([CH:14]=[CH2:15])[CH:8]=[CH:7][C:5]=1[NH2:6]. Given the reactants Br[C:2]1[CH:8]=[CH:7][C:5]([NH2:6])=[C:4]([F:9])[C:3]=1[C:10]([F:13])([F:12])[F:11].[CH2:14](C([Sn](Cl)(Cl)Cl)=C(CCCC)CCCC)[CH2:15]CC.N#N, predict the reaction product. (4) Given the reactants C(NC(C)C)(C)C.C([Li])CCC.[C:13]([O:16][C:17]([CH3:20])([CH3:19])[CH3:18])(=[O:15])[CH3:14].[Cl:21][C:22]1[CH:27]=[CH:26][N:25]=[C:24]([NH:28][C:29](=[O:34])[C:30]([CH3:33])([CH3:32])[CH3:31])[C:23]=1[CH:35]=[O:36], predict the reaction product. The product is: [Cl:21][C:22]1[CH:27]=[CH:26][N:25]=[C:24]([NH:28][C:29](=[O:34])[C:30]([CH3:33])([CH3:31])[CH3:32])[C:23]=1[CH:35]([OH:36])[CH2:14][C:13]([O:16][C:17]([CH3:20])([CH3:19])[CH3:18])=[O:15]. (5) Given the reactants [Li+].[OH-].[CH2:3]([O:7][C:8]1[CH:20]=[CH:19][C:11]([C:12]([O:14]CCCC)=[O:13])=[CH:10][N:9]=1)[CH2:4][CH2:5][CH3:6].O.Cl, predict the reaction product. The product is: [CH2:3]([O:7][C:8]1[CH:20]=[CH:19][C:11]([C:12]([OH:14])=[O:13])=[CH:10][N:9]=1)[CH2:4][CH2:5][CH3:6].